This data is from Catalyst prediction with 721,799 reactions and 888 catalyst types from USPTO. The task is: Predict which catalyst facilitates the given reaction. Reactant: [CH2:1]([N:8]1[C:12](=O)[C@H:11]2[C:14]3[CH:15]=[CH:16][C:17]([Br:23])=[C:18]([Cl:22])[C:19]=3[CH2:20][O:21][C@@:10]2([CH3:24])[CH2:9]1)[C:2]1[CH:7]=[CH:6][CH:5]=[CH:4][CH:3]=1.B.CSC.Cl. Product: [CH2:1]([N:8]1[CH2:12][C@H:11]2[C:14]3[CH:15]=[CH:16][C:17]([Br:23])=[C:18]([Cl:22])[C:19]=3[CH2:20][O:21][C@@:10]2([CH3:24])[CH2:9]1)[C:2]1[CH:3]=[CH:4][CH:5]=[CH:6][CH:7]=1. The catalyst class is: 7.